This data is from Forward reaction prediction with 1.9M reactions from USPTO patents (1976-2016). The task is: Predict the product of the given reaction. (1) Given the reactants [CH3:1][O:2][C:3]1[CH:4]=[C:5]2[C:9](=[CH:10][CH:11]=1)[C:8](=O)[CH2:7][CH2:6]2.Br[CH:14]([CH2:19][CH3:20])[C:15]([O:17][CH3:18])=[O:16].Cl, predict the reaction product. The product is: [CH3:1][O:2][C:3]1[CH:4]=[C:5]2[C:9]([C:8]([CH:14]([CH2:19][CH3:20])[C:15]([O:17][CH3:18])=[O:16])=[CH:7][CH2:6]2)=[CH:10][CH:11]=1. (2) Given the reactants [Br:1][C:2]1[CH:9]=[CH:8][C:7]([OH:10])=[CH:6][C:3]=1[C:4]#[N:5].C([O-])([O-])=O.[K+].[K+].I[CH:18]([CH3:20])[CH3:19], predict the reaction product. The product is: [Br:1][C:2]1[CH:9]=[CH:8][C:7]([O:10][CH:18]([CH3:20])[CH3:19])=[CH:6][C:3]=1[C:4]#[N:5].